From a dataset of Retrosynthesis with 50K atom-mapped reactions and 10 reaction types from USPTO. Predict the reactants needed to synthesize the given product. (1) Given the product Brc1cccc(-c2ccc3ccc4cccc5ccc2c3c45)c1, predict the reactants needed to synthesize it. The reactants are: Brc1cccc(I)c1.OB(O)c1ccc2ccc3cccc4ccc1c2c34. (2) Given the product COC(=O)c1ncccc1NC(=O)c1ccc(CBr)c2ccccc12, predict the reactants needed to synthesize it. The reactants are: COC(=O)c1ncccc1NC(=O)c1ccc(C)c2ccccc12.O=C1CCC(=O)N1Br. (3) The reactants are: CC(C)(C)OC(=O)OC(=O)OC(C)(C)C.Nc1nc(Br)ns1. Given the product CC(C)(C)OC(=O)Nc1nc(Br)ns1, predict the reactants needed to synthesize it.